Dataset: Peptide-MHC class II binding affinity with 134,281 pairs from IEDB. Task: Regression. Given a peptide amino acid sequence and an MHC pseudo amino acid sequence, predict their binding affinity value. This is MHC class II binding data. (1) The peptide sequence is CAKSMSLFEVDQTKI. The MHC is DRB1_0901 with pseudo-sequence DRB1_0901. The binding affinity (normalized) is 0.234. (2) The peptide sequence is LAAMDGGGFYADDTA. The MHC is DRB1_1301 with pseudo-sequence DRB1_1301. The binding affinity (normalized) is 0.402. (3) The binding affinity (normalized) is 0.979. The MHC is DRB1_1302 with pseudo-sequence DRB1_1302. The peptide sequence is NRQIMDNSAKYVEHD. (4) The binding affinity (normalized) is 0.395. The MHC is DRB1_0401 with pseudo-sequence DRB1_0401. The peptide sequence is QKRTLSLLQYARYPI. (5) The peptide sequence is EIGWEAGTAAPDEIP. The MHC is HLA-DQA10501-DQB10201 with pseudo-sequence HLA-DQA10501-DQB10201. The binding affinity (normalized) is 0.485. (6) The peptide sequence is SSGKNEGTNIYNNNE. The MHC is DRB1_1101 with pseudo-sequence DRB1_1101. The binding affinity (normalized) is 0.246.